This data is from Reaction yield outcomes from USPTO patents with 853,638 reactions. The task is: Predict the reaction yield, written as a fraction of the theoretical maximum amount of product (1.0 means a 100% yield; for example, 0.34 means a 34% yield). The yield is 0.430. The reactants are [CH2:1]([C:4]1[CH:9]=[C:8]([C:10]2[S:11][CH:12]=[C:13]([C:15]3[CH:20]=[CH:19][C:18]([NH2:21])=[CH:17][CH:16]=3)[N:14]=2)[CH:7]=[CH:6][N:5]=1)[CH2:2][CH3:3].[C:22]([O:26][C:27](O[C:27]([O:26][C:22]([CH3:25])([CH3:24])[CH3:23])=[O:28])=[O:28])([CH3:25])([CH3:24])[CH3:23]. The catalyst is CN(C)C1C=CN=CC=1.C1COCC1. The product is [CH2:1]([C:4]1[CH:9]=[C:8]([C:10]2[S:11][CH:12]=[C:13]([C:15]3[CH:16]=[CH:17][C:18]([NH:21][C:27](=[O:28])[O:26][C:22]([CH3:25])([CH3:24])[CH3:23])=[CH:19][CH:20]=3)[N:14]=2)[CH:7]=[CH:6][N:5]=1)[CH2:2][CH3:3].